Dataset: Catalyst prediction with 721,799 reactions and 888 catalyst types from USPTO. Task: Predict which catalyst facilitates the given reaction. Product: [NH2:28][CH2:27][C:26]([N:23]1[CH2:24][CH2:25][C:20]2=[N:19][N:18]([C:16]3[S:17][C:13]([C:5]4[CH:6]=[CH:7][C:8]([O:9][CH:10]([CH3:12])[CH3:11])=[C:3]([CH:4]=4)[C:1]#[N:2])=[N:14][N:15]=3)[C:37]([CH3:38])=[C:21]2[CH2:22]1)=[O:36]. Reactant: [C:1]([C:3]1[CH:4]=[C:5]([C:13]2[S:17][C:16]([N:18]3[C:37]([CH3:38])=[C:21]4[CH2:22][N:23]([C:26](=[O:36])[CH2:27][NH:28]C(=O)OC(C)(C)C)[CH2:24][CH2:25][C:20]4=[N:19]3)=[N:15][N:14]=2)[CH:6]=[CH:7][C:8]=1[O:9][CH:10]([CH3:12])[CH3:11])#[N:2].FC(F)(F)C(O)=O. The catalyst class is: 4.